This data is from Forward reaction prediction with 1.9M reactions from USPTO patents (1976-2016). The task is: Predict the product of the given reaction. (1) The product is: [CH3:18][O:17][C:14]1[CH:15]=[CH:16][C:11]2[N:12]([CH:26]=[C:9]([C:6]3[CH:7]=[CH:8][C:3]([NH:2][CH3:1])=[N:4][CH:5]=3)[N:10]=2)[CH:13]=1. Given the reactants [CH3:1][NH:2][C:3]1[CH:8]=[CH:7][C:6]([C:9]2[N:10]=[C:11]3[CH:16]=[CH:15][C:14]([O:17][CH2:18]OCC[Si](C)(C)C)=[CH:13][N:12]3[CH:26]=2)=[CH:5][N:4]=1.[H-].[Na+].OS(O)(=O)=O, predict the reaction product. (2) Given the reactants [NH2:1][C:2]1[C:31]([F:32])=[CH:30][C:5]([CH2:6][C@H:7]2[C@H:15]3[C@@H:11]([N:12]([CH2:17][C:18]4[CH:23]=[CH:22][CH:21]=[C:20]([C:24]([CH3:27])([CH3:26])[CH3:25])[CH:19]=4)[C:13](=[O:16])[O:14]3)[CH2:10][S:9](=[O:29])(=[O:28])[CH2:8]2)=[CH:4][C:3]=1[CH2:33][CH3:34].CCN(C(C)C)C(C)C.[Cl:44][CH2:45][C:46](Cl)=[O:47].C([O-])(O)=O.[Na+], predict the reaction product. The product is: [C:24]([C:20]1[CH:19]=[C:18]([CH:23]=[CH:22][CH:21]=1)[CH2:17][N:12]1[C@@H:11]2[C@H:15]([C@H:7]([CH2:6][C:5]3[CH:30]=[C:31]([F:32])[C:2]([NH:1][C:46](=[O:47])[CH2:45][Cl:44])=[C:3]([CH2:33][CH3:34])[CH:4]=3)[CH2:8][S:9](=[O:28])(=[O:29])[CH2:10]2)[O:14][C:13]1=[O:16])([CH3:26])([CH3:27])[CH3:25]. (3) The product is: [Br:28][C:29]1[CH:34]=[CH:33][C:32]([Cl:35])=[CH:31][C:30]=1[CH2:36][O:37][C:7]1[CH:12]=[CH:11][CH:10]=[CH:9][C:8]=1[CH2:13][C:14]([O:16][C:17]([CH3:20])([CH3:19])[CH3:18])=[O:15]. Given the reactants BrC1C=C(C=C(C(F)(F)F)C=1)CO[C:7]1[CH:12]=[CH:11][CH:10]=[CH:9][C:8]=1[CH2:13][C:14]([O:16][C:17]([CH3:20])([CH3:19])[CH3:18])=[O:15].[Br:28][C:29]1[CH:34]=[CH:33][C:32]([Cl:35])=[CH:31][C:30]=1[CH2:36][OH:37].OC1C=CC=CC=1CC(OC(C)(C)C)=O, predict the reaction product. (4) Given the reactants Br[C:2]1[C:3]([CH2:24][OH:25])=[C:4]([N:8]2[N:17]=[CH:16][C:15]3[C:10](=[C:11]([F:22])[CH:12]=[C:13]([C:18]([CH3:21])([CH3:20])[CH3:19])[CH:14]=3)[C:9]2=[O:23])[CH:5]=[CH:6][CH:7]=1.[CH3:26][O:27][C:28]1[CH:33]=[C:32](B(O)O)[CH:31]=[CH:30][N:29]=1.C([O-])([O-])=O.[K+].[K+], predict the reaction product. The product is: [C:18]([C:13]1[CH:14]=[C:15]2[C:10](=[C:11]([F:22])[CH:12]=1)[C:9](=[O:23])[N:8]([C:4]1[CH:5]=[CH:6][CH:7]=[C:2]([C:32]3[CH:31]=[CH:30][N:29]=[C:28]([O:27][CH3:26])[CH:33]=3)[C:3]=1[CH2:24][OH:25])[N:17]=[CH:16]2)([CH3:21])([CH3:20])[CH3:19]. (5) Given the reactants [Cl:1][C:2]1[CH:3]=[C:4]([CH:20]=[CH2:21])[CH:5]=[C:6]2[C:10]=1[C:9](=[O:11])[N:8]([CH2:12][C:13]1[CH:18]=[CH:17][C:16]([F:19])=[CH:15][CH:14]=1)[CH2:7]2.[H][H].CCCCCC.C(OCC)(=O)C, predict the reaction product. The product is: [Cl:1][C:2]1[CH:3]=[C:4]([CH2:20][CH3:21])[CH:5]=[C:6]2[C:10]=1[C:9](=[O:11])[N:8]([CH2:12][C:13]1[CH:18]=[CH:17][C:16]([F:19])=[CH:15][CH:14]=1)[CH2:7]2.